The task is: Predict the product of the given reaction.. This data is from Forward reaction prediction with 1.9M reactions from USPTO patents (1976-2016). (1) Given the reactants Br[C:2]1[CH:3]=[CH:4][C:5]([CH3:10])=[C:6]([CH:9]=1)[CH:7]=[O:8].[C:11]([C:14]1[CH:19]=[CH:18][C:17](B(O)O)=[CH:16][CH:15]=1)([OH:13])=[O:12].[C:23]([O-])([O-])=O.[Na+].[Na+].CI.C([O-])([O-])=O.[K+].[K+], predict the reaction product. The product is: [CH:7]([C:6]1[CH:9]=[C:2]([C:17]2[CH:18]=[CH:19][C:14]([C:11]([O:13][CH3:23])=[O:12])=[CH:15][CH:16]=2)[CH:3]=[CH:4][C:5]=1[CH3:10])=[O:8]. (2) The product is: [Cl:1][C:2]1[N:7]=[C:6]([NH:17][C:11]2[CH:12]=[CH:13][CH:14]=[C:15]([NH2:16])[N:10]=2)[C:5]([Cl:9])=[CH:4][N:3]=1. Given the reactants [Cl:1][C:2]1[N:7]=[C:6](Cl)[C:5]([Cl:9])=[CH:4][N:3]=1.[N:10]1[C:15]([NH2:16])=[CH:14][CH:13]=[CH:12][C:11]=1[NH2:17].CCN(C(C)C)C(C)C, predict the reaction product. (3) Given the reactants [CH3:1][C:2]1[CH:10]=[CH:9][CH:8]=[C:7]([CH3:11])[C:3]=1[C:4]([OH:6])=O.CN(C(ON1N=NC2C=CC=CC1=2)=[N+](C)C)C.[B-](F)(F)(F)F.[CH3:34][NH:35][C:36]1[N:41]=[C:40]([CH2:42][CH2:43][CH2:44][C:45]2[S:49][C:48]([CH2:50][C@@H:51]([C:53]([O:55]C)=[O:54])[NH2:52])=[CH:47][CH:46]=2)[CH:39]=[CH:38][CH:37]=1, predict the reaction product. The product is: [CH3:11][C:7]1[CH:8]=[CH:9][CH:10]=[C:2]([CH3:1])[C:3]=1[C:4]([NH:52][C@H:51]([C:53]([OH:55])=[O:54])[CH2:50][C:48]1[S:49][C:45]([CH2:44][CH2:43][CH2:42][C:40]2[CH:39]=[CH:38][CH:37]=[C:36]([NH:35][CH3:34])[N:41]=2)=[CH:46][CH:47]=1)=[O:6]. (4) The product is: [F:17][C:3]1[CH:2]=[C:1]([CH:7]2[CH2:15][C:14]3[C:9](=[CH:10][CH:11]=[C:12]([OH:16])[CH:13]=3)[CH2:8]2)[CH:6]=[CH:5][CH:4]=1. Given the reactants [C:1]1([CH:7]2[CH2:15][C:14]3[C:9](=[CH:10][CH:11]=[C:12]([OH:16])[CH:13]=3)[CH2:8]2)[CH:6]=[CH:5][CH:4]=[CH:3][CH:2]=1.[F:17]C1C=C(CC(O)=O)C=CC=1, predict the reaction product.